This data is from Antibody developability classification from SAbDab with 2,409 antibodies. The task is: Regression/Classification. Given an antibody's heavy chain and light chain sequences, predict its developability. TAP uses regression for 5 developability metrics; SAbDab uses binary classification. (1) The antibody is ['QVQLVQSGGGLVKPGGSLRLSCAASGFTFSSYAMSWVRQAPGKGLEWVSAISGSGGSTYYADSVKGRFTISRDNSKNTLYLQMSSLRAEDTAVYYCARPYLTYPQRRGPQNVSPFDNWGQGTMVTVSS', 'DIQMTQSPSSLSASVGDRVTITCRASQGISSYLAWYQQKPGKAPKLLIYAASSLQSGVPSRFSGSGSGTDFTLTISSLQPEDFAVYYCQQHGNLPYTFGDGTKVEIK']. Result: 0 (not developable). (2) The antibody is ['QVKLQESGAELVKPGASAKAACEASGYTFTSYWIHWVKQRPGQGLDWIGEINTSSGRTNYNERFKNKATLTVDKTSSTAYIQLSSLTSEDSAVYYCAREGFGNQSLDYWGQGTSLTVSS', 'DIILTQSPAIMSASLGERVTLTCTASSSVSSSYLHWYQQKPGSSPKLWIYSTYNLAGAVPPRFSGSGSGTSYSLTISSMEAEDAATYYCQQYHRSPWTFGGGTKLEIK']. Result: 0 (not developable). (3) The antibody is ['DVQLQESGPGLVKPSQSLSLTCTVTGFSITSPYAWNWIRQFPGNTLEWMGYISYRGSTTYHPSLKSRISITRDTSKNQFFLQLNSVTTEDTATYFCSSYGNYGAYSGQGTLVTVSA', 'DVLLTQIPLSLPVSLGDQASISCRSSQSIVHSNGNTYLEWYLQKPGQSPKLLIYKVSTRFSGVPDRFSGSGSGTDFTLKISRVEAEDLGVYYCFQGSHVPLTFGAGTQLELK']. Result: 0 (not developable). (4) Result: 0 (not developable). The antibody is ['QVQLQQPGAELVKPGASVKMSCKASGYSFTSYWMNWVKQRPGRGLEWIGRIDPSDNETHYNQDFKDKVTLTVDKSSSTVYIQLSSLTSEDSAVYYCGRLGYVYGFDYWGQGTTLTVSS', 'DIVLTQSPASLALSLGQRATISCRASKSVSTSGYSYMYWYQQKPGQPPKLLIYLASNLESGVPARFSGSGSGTDFTLNIHPVEEEDAATYYCQHSRELPWTFGGGTKLEIN']. (5) The antibody is ['EVQLVQSGAEVKKPGESLKISCKGSGYSFTNYWISWVRQMPGKGLEWMGFIDPSDSYTNYAPSFQGQVTISADKSISTAYLQWSSLKASDTAMYYCARQLYQGYMDTFDSWGQGTLVTVSS', 'DIQMTQSPSSLSASVGDRVTITCRASQSIGLYLAWYQQKPGKAPKLLIYAASSLQSGVPSRFSGSGSGTDFTLTISSLQPEDFATYYCQQGNTLSYTFGQGTKVEIK']. Result: 0 (not developable). (6) The antibody is ['QVQLQQPGAELVKPGASVKMSCKASGYTFTSYNMHWVKQTPGQGLEWIGAIYPGNGDTSYNQKFKGKATLTADKSSSTAYMQLSSLTSEDSAVYYCAREGLGALLRDLYYWGQGTSVTVSS', 'QIVLTQSPALMSASPGEKVTMTCSASSSVSYMYWYQQKPRSSPKPWIYLTSNLASGVPARFCGSGSGTSYSLTISSMEAEDAATYYCQQWSSNPLTFGAGTKLELK']. Result: 0 (not developable). (7) The antibody is ['EVQLVESGGGLVKAGGSLILSCGVSNFRISAHTMNWVRRVPGGGLEWVASISTSSTYRDYADAVKGRFTVSRDDLEDFVYLQMHKMRVEDTAIYYCARKGSDRLSDNDPFDAWGPGTVVTVSP', 'VVMTQSPSTLSASVGDTITITCRASQSIETWLAWYQQKPGKAPKLLIYKASTLKTGVPSRFSGSGSGTEFTLTISGLQFDDFATYHCQHYAGYSATFGQGTRVEIKRTV']. Result: 0 (not developable). (8) Result: 0 (not developable). The antibody is ['QVQLQESGPGLVKPSETLSVTCIVSGGSISNYYWTWIRQSPGKGLEWIGYISDRETTTYNPSLKSRVVISRDTSKNQLSLKLNSVTAADTAIYYCATARRGQRIYGVVSFGEFFYYYYMDVWGKGTAVTVSS', 'LSVALGETASISCGRQALGSRAVQWYQHRPGQAPILLIYNNQDRPSGIPERFSGTPDINFGTRATLTISGVEAGDEADYYCHMWDSRSGFSWSFGGATRLTVL'].